From a dataset of Full USPTO retrosynthesis dataset with 1.9M reactions from patents (1976-2016). Predict the reactants needed to synthesize the given product. (1) Given the product [NH:29]1[C:24]2[C:25](=[CH:26][CH:21]=[CH:22][CH:23]=2)[C:27]([CH2:30][C:31]([N:16]2[CH2:15][CH2:14][C:13]3[C:18](=[CH:19][CH:20]=[C:11]([C:9]([NH:8][O:7][CH:2]4[CH2:3][CH2:4][CH2:5][CH2:6][O:1]4)=[O:10])[CH:12]=3)[CH2:17]2)=[O:32])=[CH:28]1, predict the reactants needed to synthesize it. The reactants are: [O:1]1[CH2:6][CH2:5][CH2:4][CH2:3][CH:2]1[O:7][NH:8][C:9]([C:11]1[CH:12]=[C:13]2[C:18](=[CH:19][CH:20]=1)[CH2:17][NH:16][CH2:15][CH2:14]2)=[O:10].[CH:21]1[CH:26]=[C:25]2[C:27]([CH2:30][C:31](O)=[O:32])=[CH:28][NH:29][C:24]2=[CH:23][CH:22]=1.C1C=CC2N(O)N=NC=2C=1.CCN(CC)CC. (2) The reactants are: Br[CH2:2]/[CH:3]=[CH:4]/[C:5]([NH:7][CH2:8][CH2:9][CH3:10])=[O:6].[OH:11][C:12]1[CH:19]=[CH:18][CH:17]=[C:16]([N+:20]([O-:22])=[O:21])[C:13]=1[C:14]#[N:15].C(=O)([O-])[O-].[K+].[K+].C1OCCOCCOCCOCCOCCOC1. Given the product [C:14]([C:13]1[C:16]([N+:20]([O-:22])=[O:21])=[CH:17][CH:18]=[CH:19][C:12]=1[O:11][CH2:2]/[CH:3]=[CH:4]/[C:5]([NH:7][CH2:8][CH2:9][CH3:10])=[O:6])#[N:15], predict the reactants needed to synthesize it. (3) The reactants are: [Cl:1][C:2]1[CH:19]=[C:18]([Cl:20])[CH:17]=[CH:16][C:3]=1[CH2:4][N:5]([CH3:15])[CH2:6][C:7]([C:9]1[CH:14]=[CH:13][CH:12]=[CH:11][CH:10]=1)=[O:8].[BH4-].[Na+]. Given the product [Cl:1][C:2]1[CH:19]=[C:18]([Cl:20])[CH:17]=[CH:16][C:3]=1[CH2:4][N:5]([CH3:15])[CH2:6][CH:7]([C:9]1[CH:14]=[CH:13][CH:12]=[CH:11][CH:10]=1)[OH:8], predict the reactants needed to synthesize it. (4) Given the product [Cl:1][C:2]1[CH:7]=[CH:6][C:5]([C:8]2[CH:9]=[C:10]3[C:16]([C:17]([C:19]4[C:20]([F:33])=[C:21]([N:26]([CH3:44])[S:27]([CH2:30][CH2:31][CH3:32])(=[O:29])=[O:28])[CH:22]=[CH:23][C:24]=4[F:25])=[O:18])=[CH:15][N:14]([C:34](=[O:43])[C:35]4[C:40]([Cl:41])=[CH:39][CH:38]=[CH:37][C:36]=4[Cl:42])[C:11]3=[N:12][CH:13]=2)=[CH:4][CH:3]=1, predict the reactants needed to synthesize it. The reactants are: [Cl:1][C:2]1[CH:7]=[CH:6][C:5]([C:8]2[CH:9]=[C:10]3[C:16]([C:17]([C:19]4[C:20]([F:33])=[C:21]([NH:26][S:27]([CH2:30][CH2:31][CH3:32])(=[O:29])=[O:28])[CH:22]=[CH:23][C:24]=4[F:25])=[O:18])=[CH:15][N:14]([C:34](=[O:43])[C:35]4[C:40]([Cl:41])=[CH:39][CH:38]=[CH:37][C:36]=4[Cl:42])[C:11]3=[N:12][CH:13]=2)=[CH:4][CH:3]=1.[C:44](=O)([O-])[O-].[Na+].[Na+].CI.O. (5) Given the product [F:25][C:18]1[CH:17]=[C:16]([NH:26][S:27]([C:30]2[CH:31]=[CH:32][C:33]([C:2]3[CH:7]=[CH:6][N:5]=[C:4]([CH:8]4[CH2:13][CH2:12][O:11][CH2:10][CH2:9]4)[CH:3]=3)=[CH:34][N:35]=2)(=[O:29])=[O:28])[C:15]([F:14])=[CH:20][C:19]=1[C:21]([O:23][CH3:24])=[O:22], predict the reactants needed to synthesize it. The reactants are: Br[C:2]1[CH:7]=[CH:6][N:5]=[C:4]([CH:8]2[CH2:13][CH2:12][O:11][CH2:10][CH2:9]2)[CH:3]=1.[F:14][C:15]1[CH:20]=[C:19]([C:21]([O:23][CH3:24])=[O:22])[C:18]([F:25])=[CH:17][C:16]=1[NH:26][S:27]([C:30]1[N:35]=[CH:34][C:33](B(O)O)=[CH:32][CH:31]=1)(=[O:29])=[O:28].C(=O)([O-])[O-].[Na+].[Na+]. (6) Given the product [NH2:1][C:4]1[CH:9]=[C:8]([CH2:10][CH2:11][CH2:12][CH2:13][CH2:14][CH2:15][CH2:16][CH3:17])[CH:7]=[CH:6][C:5]=1[OH:18], predict the reactants needed to synthesize it. The reactants are: [N+:1]([C:4]1[CH:9]=[C:8]([CH2:10][CH2:11][CH2:12][CH2:13][CH2:14][CH2:15][CH2:16][CH3:17])[CH:7]=[CH:6][C:5]=1[OH:18])([O-])=O. (7) Given the product [F:19][C:20]1[CH:25]=[C:24]([N+:26]([O-:28])=[O:27])[CH:23]=[CH:22][C:21]=1[O:29][C:2]1[CH:7]=[CH:6][N:5]=[C:4]2[CH:8]=[C:9]([C:11]3[CH:12]=[N:13][C:14]([O:17][CH3:18])=[CH:15][CH:16]=3)[S:10][C:3]=12, predict the reactants needed to synthesize it. The reactants are: Cl[C:2]1[CH:7]=[CH:6][N:5]=[C:4]2[CH:8]=[C:9]([C:11]3[CH:12]=[N:13][C:14]([O:17][CH3:18])=[CH:15][CH:16]=3)[S:10][C:3]=12.[F:19][C:20]1[CH:25]=[C:24]([N+:26]([O-:28])=[O:27])[CH:23]=[CH:22][C:21]=1[OH:29].C(=O)([O-])[O-].[K+].[K+]. (8) The reactants are: [Cl:1][C:2]1[CH:3]=[C:4]2[C:8](=[C:9]([NH:11][CH:12]3[CH2:17][CH2:16][O:15][CH2:14][CH2:13]3)[CH:10]=1)[NH:7][C:6]([C:18]1[S:19][CH2:20][C@@H:21]([CH2:23][C:24]([OH:26])=O)[N:22]=1)=[CH:5]2.[NH:27]1[CH2:32][CH2:31][O:30][CH2:29][CH2:28]1. Given the product [Cl:1][C:2]1[CH:3]=[C:4]2[C:8](=[C:9]([NH:11][CH:12]3[CH2:17][CH2:16][O:15][CH2:14][CH2:13]3)[CH:10]=1)[NH:7][C:6]([C:18]1[S:19][CH2:20][C@@H:21]([CH2:23][C:24]([N:27]3[CH2:32][CH2:31][O:30][CH2:29][CH2:28]3)=[O:26])[N:22]=1)=[CH:5]2, predict the reactants needed to synthesize it. (9) Given the product [C:16]1([C:4]2[C:5]3[CH2:4][C:16]4[C:17](=[CH:18][CH:19]=[CH:20][CH:21]=4)[C:2]=3[C:7]([C:8]#[N:9])=[C:6]([N:10]3[CH2:15][CH2:14][CH2:13][CH2:12][CH2:11]3)[CH:5]=2)[CH:21]=[CH:20][CH:19]=[CH:18][CH:17]=1, predict the reactants needed to synthesize it. The reactants are: O=[C:2]1[C:7]([C:8]#[N:9])=[C:6]([N:10]2[CH2:15][CH2:14][CH2:13][CH2:12][CH2:11]2)[CH:5]=[C:4]([C:16]2[CH:21]=[CH:20][CH:19]=[CH:18][CH:17]=2)O1.[H-].[Na+]. (10) Given the product [CH2:18]([N:12]1[CH:13]=[C:8]([CH2:1][C:2]2[CH:3]=[CH:4][CH:5]=[CH:6][CH:7]=2)[CH:9]=[C:10]([Br:15])[C:11]1=[O:14])[C:19]1[CH:24]=[CH:23][CH:22]=[CH:21][CH:20]=1, predict the reactants needed to synthesize it. The reactants are: [CH2:1]([C:8]1[CH:9]=[C:10]([Br:15])[C:11](=[O:14])[NH:12][CH:13]=1)[C:2]1[CH:7]=[CH:6][CH:5]=[CH:4][CH:3]=1.[H-].[Na+].[CH2:18](Br)[C:19]1[CH:24]=[CH:23][CH:22]=[CH:21][CH:20]=1.